Task: Predict the product of the given reaction.. Dataset: Forward reaction prediction with 1.9M reactions from USPTO patents (1976-2016) (1) Given the reactants [CH3:1][C:2]1[CH:3]=[CH:4][C:5]([C:8]([OH:10])=O)=[CH:6][CH:7]=1.C(Cl)(=O)C([Cl:14])=O, predict the reaction product. The product is: [CH3:1][C:2]1[CH:3]=[CH:4][C:5]([C:8]([Cl:14])=[O:10])=[CH:6][CH:7]=1. (2) Given the reactants C(=O)([O-])[O-].[K+].[K+].C([S:9][CH:10]([CH2:18][CH2:19][SH:20])[CH2:11][CH2:12][CH2:13][CH2:14][C:15]([OH:17])=[O:16])C.[CH2:21](O)[CH2:22]O.I[C:26]1[CH:31]=[CH:30][CH:29]=[CH:28][CH:27]=1, predict the reaction product. The product is: [CH2:21]([C:10]([SH:9])([CH2:18][CH:19]([C:26]1[CH:31]=[CH:30][CH:29]=[CH:28][CH:27]=1)[SH:20])[CH2:11][CH2:12][CH2:13][CH2:14][C:15]([OH:17])=[O:16])[CH3:22]. (3) Given the reactants [C:1]([N:8]1[CH2:11][CH:10]([CH2:12][O:13]S(C)(=O)=O)[CH2:9]1)([O:3][C:4]([CH3:7])([CH3:6])[CH3:5])=[O:2].[N+:18]([C:21]1[CH:22]=[C:23](O)[CH:24]=[C:25]([C:27]([F:30])([F:29])[F:28])[CH:26]=1)([O-:20])=[O:19].C([O-])([O-])=O.[K+].[K+], predict the reaction product. The product is: [C:1]([N:8]1[CH2:11][CH:10]([CH2:12][O:13][C:23]2[CH:24]=[C:25]([C:27]([F:29])([F:30])[F:28])[CH:26]=[C:21]([N+:18]([O-:20])=[O:19])[CH:22]=2)[CH2:9]1)([O:3][C:4]([CH3:7])([CH3:6])[CH3:5])=[O:2]. (4) Given the reactants N(C(OC(C)C)=O)=NC(OC(C)C)=O.C1(C)C=CC=CC=1.[C:22]([NH:30][C:31]1[CH:40]=[C:39]([OH:41])[CH:38]=[CH:37][C:32]=1[C:33]([O:35][CH3:36])=[O:34])(=[O:29])[C:23]1[CH:28]=[CH:27][CH:26]=[CH:25][CH:24]=1.[C:42]1([CH2:48][CH2:49][CH2:50]O)[CH:47]=[CH:46][CH:45]=[CH:44][CH:43]=1.C1(P(C2C=CC=CC=2)C2C=CC=CC=2)C=CC=CC=1, predict the reaction product. The product is: [C:22]([NH:30][C:31]1[CH:40]=[C:39]([O:41][CH2:50][CH2:49][CH2:48][C:42]2[CH:47]=[CH:46][CH:45]=[CH:44][CH:43]=2)[CH:38]=[CH:37][C:32]=1[C:33]([O:35][CH3:36])=[O:34])(=[O:29])[C:23]1[CH:24]=[CH:25][CH:26]=[CH:27][CH:28]=1. (5) Given the reactants [Cl:1][C:2]1[CH:3]=[C:4]2[C:9](=[C:10]([Cl:12])[CH:11]=1)[CH2:8][N:7]([CH3:13])[CH2:6][CH:5]2[C:14]1[CH:15]=[C:16]([CH:18]=[CH:19][CH:20]=1)[NH2:17].ClC1C=C2C(=C(Cl)C=1)CN(C)CC2C1C=CC(N)=CC=1.[NH2:41][C@@H:42]([CH2:48][CH2:49][C:50]([O:52]CC)=[O:51])[C:43]([O:45]CC)=[O:44].N[C@@H](CC(OC)=O)[C:57](OC)=[O:58], predict the reaction product. The product is: [Cl:1][C:2]1[CH:3]=[C:4]2[C:9](=[C:10]([Cl:12])[CH:11]=1)[CH2:8][N:7]([CH3:13])[CH2:6][CH:5]2[C:14]1[CH:15]=[C:16]([NH:17][C:57](=[O:58])[NH:41][C@@H:42]([CH2:48][CH2:49][C:50]([OH:52])=[O:51])[C:43]([OH:45])=[O:44])[CH:18]=[CH:19][CH:20]=1. (6) Given the reactants N[C@H:2]([C:18]([OH:20])=[O:19])[CH2:3][CH2:4][CH2:5][CH2:6][NH:7][C:8]([O:10][CH2:11][C:12]1[CH:17]=[CH:16][CH:15]=[CH:14][CH:13]=1)=[O:9].N([O-])=[O:22].[Na+], predict the reaction product. The product is: [CH2:11]([O:10][C:8]([NH:7][CH2:6][CH2:5][CH2:4][CH2:3][C@H:2]([OH:22])[C:18]([OH:20])=[O:19])=[O:9])[C:12]1[CH:17]=[CH:16][CH:15]=[CH:14][CH:13]=1. (7) Given the reactants Cl.[Cl:2][CH2:3][C:4]1[N:5]=[C:6]([NH2:9])[S:7][CH:8]=1.[C:10](O[C:10]([O:12][C:13]([CH3:16])([CH3:15])[CH3:14])=[O:11])([O:12][C:13]([CH3:16])([CH3:15])[CH3:14])=[O:11].C(N(CC)CC)C, predict the reaction product. The product is: [C:13]([O:12][C:10](=[O:11])[NH:9][C:6]1[S:7][CH:8]=[C:4]([CH2:3][Cl:2])[N:5]=1)([CH3:16])([CH3:15])[CH3:14]. (8) Given the reactants Cl[C:2]1[C:7](Cl)=[N:6][CH:5]=[CH:4][N:3]=1.[CH3:9][C:10]1[CH:11]=[C:12](B(O)O)[CH:13]=[C:14]([CH3:16])[CH:15]=1.C(=O)([O-])[O-].[Na+].[Na+], predict the reaction product. The product is: [CH3:9][C:10]1[CH:11]=[C:12]([C:2]2[C:7]([C:12]3[CH:13]=[C:14]([CH3:16])[CH:15]=[C:10]([CH3:9])[CH:11]=3)=[N:6][CH:5]=[CH:4][N:3]=2)[CH:13]=[C:14]([CH3:16])[CH:15]=1. (9) Given the reactants O[C:2]1[N:7]2[N:8]=[C:9]([CH:11]([CH3:13])[CH3:12])[N:10]=[C:6]2[N:5]=[C:4]([CH3:14])[C:3]=1[CH2:15][C:16]([O:18][CH3:19])=[O:17].P(Cl)(Cl)([Cl:22])=O, predict the reaction product. The product is: [Cl:22][C:2]1[N:7]2[N:8]=[C:9]([CH:11]([CH3:13])[CH3:12])[N:10]=[C:6]2[N:5]=[C:4]([CH3:14])[C:3]=1[CH2:15][C:16]([O:18][CH3:19])=[O:17].